Dataset: Reaction yield outcomes from USPTO patents with 853,638 reactions. Task: Predict the reaction yield, written as a fraction of the theoretical maximum amount of product (1.0 means a 100% yield; for example, 0.34 means a 34% yield). (1) The reactants are S(Cl)(Cl)=O.O[CH2:6][C:7]1[O:11][N:10]=[C:9]([C:12]([OH:14])=O)[CH:8]=1.[ClH:15].[Cl:16][C:17]1[CH:18]=[C:19]2[C:23](=[CH:24][CH:25]=1)[NH:22][CH:21]=[C:20]2[CH2:26][CH2:27][NH2:28].C(N(CC)CC)C. The catalyst is ClCCl. The product is [Cl:16][C:17]1[CH:18]=[C:19]2[C:23](=[CH:24][CH:25]=1)[NH:22][CH:21]=[C:20]2[CH2:26][CH2:27][NH:28][C:12]([C:9]1[CH:8]=[C:7]([CH2:6][Cl:15])[O:11][N:10]=1)=[O:14]. The yield is 0.220. (2) The reactants are [CH2:1]([O:3][C:4]([N:6]1[CH:11]2[CH2:12][CH2:13][CH:7]1[CH2:8][CH:9]([N:14]1[CH2:19][CH2:18][C:17]([O:23][CH3:24])([C:20]([OH:22])=O)[CH2:16][CH2:15]1)[CH2:10]2)=[O:5])[CH3:2].Cl.[CH3:26][C:27]1([NH2:31])[CH2:30][CH2:29][CH2:28]1.CN(C(ON1N=NC2C=CC=NC1=2)=[N+](C)C)C.F[P-](F)(F)(F)(F)F.CCN(C(C)C)C(C)C. The catalyst is CN(C=O)C. The product is [CH3:24][O:23][C:17]1([C:20](=[O:22])[NH:31][C:27]2([CH3:26])[CH2:30][CH2:29][CH2:28]2)[CH2:16][CH2:15][N:14]([CH:9]2[CH2:8][CH:7]3[N:6]([C:4]([O:3][CH2:1][CH3:2])=[O:5])[CH:11]([CH2:12][CH2:13]3)[CH2:10]2)[CH2:19][CH2:18]1. The yield is 0.250. (3) The reactants are Cl[C:2]1[CH:3]=[C:4](N)[C:5]([NH:17][C@H:18]([C:20]2[CH:25]=[CH:24][C:23]([F:26])=[CH:22][CH:21]=2)[CH3:19])=[N:6][C:7]=1[NH:8][C:9]1[CH:13]=[C:12]([CH:14]2CC2)[NH:11][N:10]=1.CC[N:30]([CH:34](C)C)C(C)C.[F:37]C1C=CC([C@@H](N)C)=CC=1. The catalyst is CCCCO.O. The product is [F:37][C:2]1[C:7]([NH:8][C:9]2[CH:13]=[C:12]([CH3:14])[NH:11][N:10]=2)=[N:6][C:5]([NH:17][C@H:18]([C:20]2[CH:25]=[CH:24][C:23]([F:26])=[CH:22][CH:21]=2)[CH3:19])=[C:4]([CH:3]=1)[C:34]#[N:30]. The yield is 0.910. (4) The reactants are [H-].[Na+].F[C:4]1[CH:5]=[CH:6][C:7]([N+:31]([O-:33])=[O:32])=[C:8]([CH:30]=1)[C:9]([NH:11][C:12]1[CH:17]=[CH:16][C:15]([CH2:18][CH2:19][C:20]2[CH:29]=[CH:28][C:23]([C:24]([O:26][CH3:27])=[O:25])=[CH:22][CH:21]=2)=[CH:14][CH:13]=1)=[O:10].[CH3:34][OH:35]. No catalyst specified. The product is [CH3:34][O:35][C:4]1[CH:5]=[CH:6][C:7]([N+:31]([O-:33])=[O:32])=[C:8]([CH:30]=1)[C:9]([NH:11][C:12]1[CH:17]=[CH:16][C:15]([CH2:18][CH2:19][C:20]2[CH:29]=[CH:28][C:23]([C:24]([O:26][CH3:27])=[O:25])=[CH:22][CH:21]=2)=[CH:14][CH:13]=1)=[O:10]. The yield is 0.770. (5) The reactants are [Cl:1][C:2]1[CH:3]=[CH:4][C:5]([N:8]2[CH:12]=[C:11]([CH2:13][CH2:14][CH2:15][OH:16])[C:10]([CH:17]([CH2:20][CH3:21])[CH2:18][CH3:19])=[N:9]2)=[N:6][CH:7]=1.O[C:23]1[C:28]([CH3:29])=[CH:27][CH:26]=[CH:25][C:24]=1[CH2:30][C:31]([O:33]C)=[O:32].C(P(CCCC)CCCC)CCC.N(C(N1CCCCC1)=O)=NC(N1CCCCC1)=O. The catalyst is O1CCCC1. The product is [Cl:1][C:2]1[CH:3]=[CH:4][C:5]([N:8]2[CH:12]=[C:11]([CH2:13][CH2:14][CH2:15][O:16][C:23]3[C:28]([CH3:29])=[CH:27][CH:26]=[CH:25][C:24]=3[CH2:30][C:31]([OH:33])=[O:32])[C:10]([CH:17]([CH2:20][CH3:21])[CH2:18][CH3:19])=[N:9]2)=[N:6][CH:7]=1. The yield is 0.460. (6) The yield is 0.360. The catalyst is CN1C(=O)CCC1. The product is [F:13][C:10]1[CH:11]=[CH:12][C:7]([N:6]2[C:2]3[C:3](=[CH:14][C:15]([O:18][CH3:19])=[CH:16][CH:17]=3)[CH:4]=[N:5]2)=[CH:8][CH:9]=1. The reactants are F[C:2]1[CH:17]=[CH:16][C:15]([O:18][CH3:19])=[CH:14][C:3]=1[CH:4]=[N:5][NH:6][C:7]1[CH:12]=[CH:11][C:10]([F:13])=[CH:9][CH:8]=1.CC(C)([O-])C.[K+]. (7) The reactants are [CH:1]1([C:4]([NH:6][C:7]2[S:8][C:9]3[C:14]([N:15]=2)=[CH:13][CH:12]=[C:11]([O:16][C:17]2[CH:18]=[C:19]([NH:24]C(=O)OC(C)(C)C)[CH:20]=[CH:21][C:22]=2[CH3:23])[N:10]=3)=[O:5])[CH2:3][CH2:2]1.C1(OC)C=CC=CC=1.FC(F)(F)C(O)=O. No catalyst specified. The product is [NH2:24][C:19]1[CH:20]=[CH:21][C:22]([CH3:23])=[C:17]([CH:18]=1)[O:16][C:11]1[N:10]=[C:9]2[S:8][C:7]([NH:6][C:4]([CH:1]3[CH2:3][CH2:2]3)=[O:5])=[N:15][C:14]2=[CH:13][CH:12]=1. The yield is 0.850.